From a dataset of Full USPTO retrosynthesis dataset with 1.9M reactions from patents (1976-2016). Predict the reactants needed to synthesize the given product. (1) Given the product [Br:4][C:5]1[CH:10]=[CH:9][C:8]([CH2:11][NH:12][C:13]#[N:1])=[CH:7][CH:6]=1, predict the reactants needed to synthesize it. The reactants are: [N:1]#CBr.[Br:4][C:5]1[CH:10]=[CH:9][C:8]([CH2:11][NH:12][C:13]2C=CC=CC=2)=[CH:7][CH:6]=1. (2) Given the product [CH2:23]([O:25][C:26]([C:28]1[S:29][C:30]([I:22])=[C:31]([C:47]#[N:48])[C:32]=1[C:33]1[CH:38]=[CH:37][C:36]([C:39]2[CH:44]=[CH:43][CH:42]=[CH:41][C:40]=2[C:45]#[N:46])=[CH:35][CH:34]=1)=[O:27])[CH3:24], predict the reactants needed to synthesize it. The reactants are: COC(C1SC([I:22])=C(C#N)C=1C1C=CC(C(C)(C)C)=CC=1)=O.[CH2:23]([O:25][C:26]([C:28]1[S:29][C:30](N)=[C:31]([C:47]#[N:48])[C:32]=1[C:33]1[CH:38]=[CH:37][C:36]([C:39]2[CH:44]=[CH:43][CH:42]=[CH:41][C:40]=2[C:45]#[N:46])=[CH:35][CH:34]=1)=[O:27])[CH3:24]. (3) Given the product [Br:18][C:15]1[CH:16]=[CH:17][C:11]2[CH:10]=[C:9]([C:7]([OH:8])=[O:6])[S:13][C:12]=2[CH:14]=1, predict the reactants needed to synthesize it. The reactants are: O[Li].O.O.C[O:6][C:7]([C:9]1[S:13][C:12]2[CH:14]=[C:15]([Br:18])[CH:16]=[CH:17][C:11]=2[CH:10]=1)=[O:8].C(OCC)(=O)C. (4) Given the product [F:25][C:21]1[CH:20]=[C:14]2[C:13](=[CH:23][C:22]=1[F:24])[NH:12][C:1](=[O:2])[N:17]([O:18][CH3:19])[C:15]2=[O:16], predict the reactants needed to synthesize it. The reactants are: [C:1](Cl)(Cl)=[O:2].C1(C)C=CC=CC=1.[NH2:12][C:13]1[CH:23]=[C:22]([F:24])[C:21]([F:25])=[CH:20][C:14]=1[C:15]([NH:17][O:18][CH3:19])=[O:16].O. (5) Given the product [ClH:80].[OH:10][C@H:8]1[CH2:9][N:5]([C:3](=[O:4])[C@@H:2]([NH:1][C:44]([C@@H:39]2[CH2:40][O:41][CH2:42][CH2:43][NH:38]2)=[O:45])[C:27]([CH3:30])([CH3:29])[CH3:28])[C@H:6]([C:11](=[O:12])[NH:13][CH2:14][C:15]2[CH:20]=[CH:19][C:18]([C:21]3[S:25][CH:24]=[N:23][C:22]=3[CH3:26])=[CH:17][CH:16]=2)[CH2:7]1, predict the reactants needed to synthesize it. The reactants are: [NH2:1][C@@H:2]([C:27]([CH3:30])([CH3:29])[CH3:28])[C:3]([N:5]1[CH2:9][C@H:8]([OH:10])[CH2:7][C@H:6]1[C:11]([NH:13][CH2:14][C:15]1[CH:20]=[CH:19][C:18]([C:21]2[S:25][CH:24]=[N:23][C:22]=2[CH3:26])=[CH:17][CH:16]=1)=[O:12])=[O:4].C(OC([N:38]1[CH2:43][CH2:42][O:41][CH2:40][C@H:39]1[C:44](O)=[O:45])=O)(C)(C)C.CCN(C(C)C)C(C)C.CN(C(ON1N=NC2C=CC=NC1=2)=[N+](C)C)C.F[P-](F)(F)(F)(F)F.[ClH:80].O1CCOCC1. (6) Given the product [Cl:1][C:2]1[N:3]=[C:4]([CH3:30])[NH:5][C:6]=1[C:7]([NH:9][CH2:10][C:11]1[CH:16]=[CH:15][C:14]([Cl:17])=[C:13]([O:18][C:19]2[CH:24]=[C:23]([C:25]#[N:26])[CH:22]=[C:21]([CH2:27][CH3:28])[N:20]=2)[C:12]=1[F:29])=[O:8], predict the reactants needed to synthesize it. The reactants are: [Cl:1][C:2]1[N:3]=[C:4]([CH3:30])[NH:5][C:6]=1[C:7]([NH:9][CH2:10][C:11]1[CH:16]=[CH:15][C:14]([Cl:17])=[C:13]([O:18][C:19]2[CH:24]=[C:23]([C:25]#[N:26])[CH:22]=[C:21]([CH:27]=[CH2:28])[N:20]=2)[C:12]=1[F:29])=[O:8].C1(SC2C=CC=CC=2)C=CC=CC=1.